Dataset: Kir2.1 potassium channel HTS with 301,493 compounds. Task: Binary Classification. Given a drug SMILES string, predict its activity (active/inactive) in a high-throughput screening assay against a specified biological target. (1) The molecule is S=C(N1C(CCCC1)C)Nc1cc(OC)c(OC)c(OC)c1. The result is 0 (inactive). (2) The result is 0 (inactive). The compound is O(Cc1ccc(cc1)C(=O)c1ccccc1)c1ccc(cc1)C(=O)CC. (3) The drug is S(=O)(=O)(N(C(=O)N1CCN(CC1)C)CC(=O)c1ccccc1)c1ccc(cc1)C. The result is 0 (inactive). (4) The drug is S(=O)(=O)(c1nc(S(=O)(=O)CCO)sc1N1CCOCC1)c1ccc(cc1)C. The result is 0 (inactive). (5) The compound is O=C1NC(=O)C2C1C1C(/C2C=C1)=C(\c1ccc(cc1)C)c1ccc(cc1)C. The result is 0 (inactive). (6) The molecule is O=C(Nc1nccc(c1)C)c1c([N+]([O-])=O)cccc1. The result is 0 (inactive). (7) The drug is S(c1n(c(=O)c(cn1)C(=O)Nc1ccccc1)C)CC(=O)Nc1ccc(NC(=O)C)cc1. The result is 0 (inactive).